This data is from NCI-60 drug combinations with 297,098 pairs across 59 cell lines. The task is: Regression. Given two drug SMILES strings and cell line genomic features, predict the synergy score measuring deviation from expected non-interaction effect. (1) Drug 1: CC1CCC2CC(C(=CC=CC=CC(CC(C(=O)C(C(C(=CC(C(=O)CC(OC(=O)C3CCCCN3C(=O)C(=O)C1(O2)O)C(C)CC4CCC(C(C4)OC)O)C)C)O)OC)C)C)C)OC. Drug 2: C1=CN(C=N1)CC(O)(P(=O)(O)O)P(=O)(O)O. Cell line: SF-295. Synergy scores: CSS=23.2, Synergy_ZIP=-4.18, Synergy_Bliss=3.59, Synergy_Loewe=-8.64, Synergy_HSA=1.26. (2) Drug 1: C(CC(=O)O)C(=O)CN.Cl. Drug 2: C1=NNC2=C1C(=O)NC=N2. Cell line: K-562. Synergy scores: CSS=-0.990, Synergy_ZIP=-1.15, Synergy_Bliss=-7.39, Synergy_Loewe=-24.4, Synergy_HSA=-11.7. (3) Drug 1: C1=NC2=C(N1)C(=S)N=C(N2)N. Drug 2: COC1=NC(=NC2=C1N=CN2C3C(C(C(O3)CO)O)O)N. Cell line: NCI-H460. Synergy scores: CSS=38.6, Synergy_ZIP=-0.405, Synergy_Bliss=-2.37, Synergy_Loewe=-16.2, Synergy_HSA=-1.86. (4) Drug 1: C1=CC=C(C(=C1)C(C2=CC=C(C=C2)Cl)C(Cl)Cl)Cl. Drug 2: CC1=C(C=C(C=C1)C(=O)NC2=CC(=CC(=C2)C(F)(F)F)N3C=C(N=C3)C)NC4=NC=CC(=N4)C5=CN=CC=C5. Cell line: NCI-H322M. Synergy scores: CSS=-9.08, Synergy_ZIP=3.36, Synergy_Bliss=3.29, Synergy_Loewe=-5.48, Synergy_HSA=-5.25. (5) Drug 1: CN(C)C1=NC(=NC(=N1)N(C)C)N(C)C. Drug 2: C1=NC2=C(N=C(N=C2N1C3C(C(C(O3)CO)O)O)F)N. Cell line: HCC-2998. Synergy scores: CSS=8.09, Synergy_ZIP=-9.89, Synergy_Bliss=-15.4, Synergy_Loewe=-49.1, Synergy_HSA=-19.0. (6) Drug 1: CC1OCC2C(O1)C(C(C(O2)OC3C4COC(=O)C4C(C5=CC6=C(C=C35)OCO6)C7=CC(=C(C(=C7)OC)O)OC)O)O. Drug 2: CS(=O)(=O)CCNCC1=CC=C(O1)C2=CC3=C(C=C2)N=CN=C3NC4=CC(=C(C=C4)OCC5=CC(=CC=C5)F)Cl. Cell line: A498. Synergy scores: CSS=32.5, Synergy_ZIP=2.90, Synergy_Bliss=4.13, Synergy_Loewe=-0.613, Synergy_HSA=4.92.